This data is from Full USPTO retrosynthesis dataset with 1.9M reactions from patents (1976-2016). The task is: Predict the reactants needed to synthesize the given product. (1) The reactants are: [N:1]([CH2:4][C@@H:5]1[CH2:10][NH:9][C:8]2[CH:11]=[CH:12][CH:13]=[C:14](Br)[C:7]=2[O:6]1)=[N+:2]=[N-:3].[Cl:16][C:17]1[CH:22]=[C:21]([O:23][CH3:24])[CH:20]=[CH:19][C:18]=1B(O)O. Given the product [N:1]([CH2:4][C@@H:5]1[CH2:10][NH:9][C:8]2[CH:11]=[CH:12][CH:13]=[C:14]([C:18]3[CH:19]=[CH:20][C:21]([O:23][CH3:24])=[CH:22][C:17]=3[Cl:16])[C:7]=2[O:6]1)=[N+:2]=[N-:3], predict the reactants needed to synthesize it. (2) Given the product [Cl:1][C:2]1[CH:7]=[CH:6][C:5]([C:8]#[CH:9])=[C:4]([CH:14]2[CH2:19][CH2:18][CH2:17][CH2:16][CH2:15]2)[CH:3]=1, predict the reactants needed to synthesize it. The reactants are: [Cl:1][C:2]1[CH:7]=[CH:6][C:5]([C:8]#[C:9][Si](C)(C)C)=[C:4]([CH:14]2[CH2:19][CH2:18][CH2:17][CH2:16][CH2:15]2)[CH:3]=1.[F-].C([N+](CCCC)(CCCC)CCCC)CCC.O. (3) Given the product [C:1]([O:5][C:6]([N:8]1[CH2:13][CH2:12][CH:11]([CH2:14][O:15][CH2:16][C@H:17]([NH:24][C:35]([C:31]2[CH:30]=[C:29]3[C:34]([C:26]([CH3:25])=[CH:27][NH:28]3)=[CH:33][CH:32]=2)=[O:36])[C:18]2[CH:23]=[CH:22][CH:21]=[CH:20][CH:19]=2)[CH2:10][CH2:9]1)=[O:7])([CH3:4])([CH3:2])[CH3:3], predict the reactants needed to synthesize it. The reactants are: [C:1]([O:5][C:6]([N:8]1[CH2:13][CH2:12][CH:11]([CH2:14][O:15][CH2:16][C@H:17]([NH2:24])[C:18]2[CH:23]=[CH:22][CH:21]=[CH:20][CH:19]=2)[CH2:10][CH2:9]1)=[O:7])([CH3:4])([CH3:3])[CH3:2].[CH3:25][C:26]1[C:34]2[C:29](=[CH:30][C:31]([C:35](O)=[O:36])=[CH:32][CH:33]=2)[NH:28][CH:27]=1. (4) The reactants are: [NH2:1][C:2]1[CH:3]=[N:4][CH:5]=[CH:6][C:7]=1[N:8]1[CH2:13][CH2:12][CH2:11][CH:10]([NH:14]C(=O)OC(C)(C)C)[CH2:9]1.C(OC([N:29]1[CH2:34][CH2:33][CH2:32][CH:31]([C:35]2[S:36][C:37]([NH:43]C(OC(C)(C)C)=O)=[C:38]([C:40](O)=[O:41])[N:39]=2)[CH2:30]1)=O)(C)(C)C. Given the product [NH2:43][C:37]1[S:36][C:35]([CH:31]2[CH2:32][CH2:33][CH2:34][NH:29][CH2:30]2)=[N:39][C:38]=1[C:40]([NH:1][C:2]1[CH:3]=[N:4][CH:5]=[CH:6][C:7]=1[N:8]1[CH2:13][CH2:12][CH2:11][CH:10]([NH2:14])[CH2:9]1)=[O:41], predict the reactants needed to synthesize it. (5) Given the product [Br:1][C:2]1[CH:3]=[CH:4][C:5]([F:13])=[C:6]([C:8](=[O:12])[CH2:9][CH2:10][CH3:11])[CH:7]=1, predict the reactants needed to synthesize it. The reactants are: [Br:1][C:2]1[CH:3]=[CH:4][C:5]([F:13])=[C:6]([CH:8]([OH:12])[CH2:9][CH2:10][CH3:11])[CH:7]=1.[Cr](O[Cr]([O-])(=O)=O)([O-])(=O)=O.[NH+]1C=CC=CC=1.[NH+]1C=CC=CC=1. (6) Given the product [F:36][C:35]([F:38])([F:37])[C:33]([OH:39])=[O:34].[F:36][C:35]([F:38])([F:37])[C:33]([OH:39])=[O:34].[N:18]1([CH2:17][CH2:16][CH2:15][O:14][C:11]2[CH:10]=[CH:9][C:8]([N:7]3[CH2:6][CH2:5][NH:4][CH2:3][C:2]3=[O:1])=[CH:13][CH:12]=2)[CH2:22][CH2:21][CH2:20][CH2:19]1, predict the reactants needed to synthesize it. The reactants are: [O:1]=[C:2]1[N:7]([C:8]2[CH:13]=[CH:12][C:11]([O:14][CH2:15][CH2:16][CH2:17][N:18]3[CH2:22][CH2:21][CH2:20][CH2:19]3)=[CH:10][CH:9]=2)[CH2:6][CH2:5][N:4](C(OC(C)(C)C)=O)[CH2:3]1.C(Cl)Cl.[C:33]([OH:39])([C:35]([F:38])([F:37])[F:36])=[O:34]. (7) Given the product [CH2:1]([O:8][C:9]1[C:14]([CH3:15])=[C:13]([CH3:16])[C:12]([O:17][CH2:18][C:19]2[CH:24]=[CH:23][CH:22]=[CH:21][CH:20]=2)=[C:11]([CH3:25])[C:10]=1[CH2:26][CH2:27][NH:28][CH3:29])[C:2]1[CH:3]=[CH:4][CH:5]=[CH:6][CH:7]=1, predict the reactants needed to synthesize it. The reactants are: [CH2:1]([O:8][C:9]1[C:14]([CH3:15])=[C:13]([CH3:16])[C:12]([O:17][CH2:18][C:19]2[CH:24]=[CH:23][CH:22]=[CH:21][CH:20]=2)=[C:11]([CH3:25])[C:10]=1[CH2:26][CH2:27][NH2:28])[C:2]1[CH:7]=[CH:6][CH:5]=[CH:4][CH:3]=1.[C:29](OC(OC(OC(C)(C)C)=O)=O)(C)(C)C.[OH-].[Na+]. (8) Given the product [Br:1][C:2]1[N:3]=[C:4]2[N:15]([C@H:16]3[CH2:21][CH2:20][C@H:19]([O:22][CH3:23])[CH2:18][CH2:17]3)[C:10](=[O:11])[CH2:9][NH:8][C:5]2=[N:6][CH:7]=1, predict the reactants needed to synthesize it. The reactants are: [Br:1][C:2]1[N:3]=[C:4]([NH:15][C@H:16]2[CH2:21][CH2:20][C@H:19]([O:22][CH3:23])[CH2:18][CH2:17]2)[C:5]([NH:8][CH2:9][C:10](OCC)=[O:11])=[N:6][CH:7]=1.O.P(=O)(O)(O)O. (9) Given the product [C:14]1([NH:20][CH2:21][C@H:22]2[CH2:26][CH2:25][CH2:24][N:23]2[C:6]2[C:7]3[C:12](=[CH:11][CH:10]=[CH:9][CH:8]=3)[C:3]([C:1]#[N:2])=[CH:4][CH:5]=2)[CH:15]=[CH:16][CH:17]=[CH:18][CH:19]=1, predict the reactants needed to synthesize it. The reactants are: [C:1]([C:3]1[C:12]2[C:7](=[CH:8][CH:9]=[CH:10][CH:11]=2)[C:6](F)=[CH:5][CH:4]=1)#[N:2].[C:14]1([NH:20][CH2:21][C@H:22]2[CH2:26][CH2:25][CH2:24][NH:23]2)[CH:19]=[CH:18][CH:17]=[CH:16][CH:15]=1. (10) Given the product [F:14][C:8]1[CH:7]=[C:6]2[C:11]([C:2]([N:25]3[CH2:26][CH2:27][O:28][CH:23]([C:20]4[CH:21]=[CH:22][C:17]([O:16][CH3:15])=[CH:18][CH:19]=4)[CH2:24]3)=[CH:3][N:4]=[N:5]2)=[CH:10][C:9]=1[O:12][CH3:13], predict the reactants needed to synthesize it. The reactants are: Br[C:2]1[C:11]2[C:6](=[CH:7][C:8]([F:14])=[C:9]([O:12][CH3:13])[CH:10]=2)[N:5]=[N:4][CH:3]=1.[CH3:15][O:16][C:17]1[CH:22]=[CH:21][C:20]([CH:23]2[O:28][CH2:27][CH2:26][NH:25][CH2:24]2)=[CH:19][CH:18]=1.CC1(C)C2C=CC=C(P(C3C=CC=CC=3)C3C=CC=CC=3)C=2OC2C1=CC=CC=2P(C1C=CC=CC=1)C1C=CC=CC=1.CC(C)([O-])C.[Na+].C1(C)C=CC=CC=1.